Dataset: Retrosynthesis with 50K atom-mapped reactions and 10 reaction types from USPTO. Task: Predict the reactants needed to synthesize the given product. (1) Given the product OCC[C@@H]1OC2(CCCC2)O[C@H]1c1ccccc1Cl, predict the reactants needed to synthesize it. The reactants are: CC(C)(C)C(=O)OCC[C@@H]1OC2(CCCC2)O[C@H]1c1ccccc1Cl. (2) Given the product O=C(c1cc(Cl)c(OCc2ccccc2)c(Cl)c1)N1CCS(=O)c2ccccc21, predict the reactants needed to synthesize it. The reactants are: O=C([O-])O.O=C(c1cc(Cl)c(OCc2ccccc2)c(Cl)c1)N1CCSc2ccccc21. (3) Given the product COc1ccc(-c2ccc3c(c2)C(=Cc2[nH]c4c(c2C)C(=O)N(CCN2CCCCC2)CCC4)C(=O)N3)cc1, predict the reactants needed to synthesize it. The reactants are: COc1ccc(-c2ccc3c(c2)CC(=O)N3)cc1.Cc1c(C=O)[nH]c2c1C(=O)N(CCN1CCCCC1)CCC2. (4) Given the product CCO/N=C(\c1ccc(Br)cc1)C1CCN(C2(C)CCN(C(=O)c3ccc4ccn(C)c4c3)CC2)CC1, predict the reactants needed to synthesize it. The reactants are: CCO/N=C(\c1ccc(Br)cc1)C1CCN(C2(C)CCNCC2)CC1.Cn1ccc2ccc(C(=O)O)cc21.